This data is from Reaction yield outcomes from USPTO patents with 853,638 reactions. The task is: Predict the reaction yield, written as a fraction of the theoretical maximum amount of product (1.0 means a 100% yield; for example, 0.34 means a 34% yield). The reactants are [CH2:1]([O:3][C:4]([C:6]1[C:7]([CH3:26])=[C:8]([C:19]([O:21][C:22]([CH3:25])([CH3:24])[CH3:23])=[O:20])[NH:9][C:10]=1[CH2:11][CH2:12][CH2:13]OS(C)(=O)=O)=[O:5])[CH3:2].[NH2:27][CH2:28][CH:29]([OH:37])[CH2:30][N:31]1[CH2:36][CH2:35][O:34][CH2:33][CH2:32]1. The catalyst is ClCCl.[Cl-].[Na+].O. The product is [CH2:1]([O:3][C:4]([C:6]1[C:7]([CH3:26])=[C:8]([C:19]([O:21][C:22]([CH3:25])([CH3:24])[CH3:23])=[O:20])[NH:9][C:10]=1[CH2:11][CH2:12][CH2:13][NH:27][CH2:28][CH:29]([OH:37])[CH2:30][N:31]1[CH2:32][CH2:33][O:34][CH2:35][CH2:36]1)=[O:5])[CH3:2]. The yield is 0.725.